This data is from Reaction yield outcomes from USPTO patents with 853,638 reactions. The task is: Predict the reaction yield, written as a fraction of the theoretical maximum amount of product (1.0 means a 100% yield; for example, 0.34 means a 34% yield). (1) The reactants are [CH2:1]([C:7]1[CH:12]=[CH:11][C:10]([C:13]2[N:17]([CH3:18])[N:16]=[C:15]([C:19](=O)[CH3:20])[C:14]=2[OH:22])=[CH:9][CH:8]=1)[CH2:2][CH2:3][CH2:4][CH2:5][CH3:6].[NH:23]([C:25]([NH:27][C:28]1[CH:36]=[CH:35][C:31]([C:32]([OH:34])=[O:33])=[CH:30][CH:29]=1)=[S:26])[NH2:24].CN(C)C=O. The catalyst is Cl.O. The product is [CH2:1]([C:7]1[CH:12]=[CH:11][C:10]([C:13]2[N:17]([CH3:18])[N:16]=[C:15]([C:19](=[N:24][NH:23][C:25]([NH:27][C:28]3[CH:36]=[CH:35][C:31]([C:32]([OH:34])=[O:33])=[CH:30][CH:29]=3)=[S:26])[CH3:20])[C:14]=2[OH:22])=[CH:9][CH:8]=1)[CH2:2][CH2:3][CH2:4][CH2:5][CH3:6]. The yield is 0.800. (2) The reactants are [Cl:1][C:2]1[CH:9]=[C:8]([F:10])[CH:7]=[CH:6][C:3]=1[C:4]#[N:5].[Li+].CC([N-]C(C)C)C.[CH2:19]1[O:21][CH2:20]1. The catalyst is C1COCC1. The product is [Cl:1][C:2]1[C:9]([CH2:19][CH2:20][OH:21])=[C:8]([F:10])[CH:7]=[CH:6][C:3]=1[C:4]#[N:5]. The yield is 0.660.